Dataset: Cav3 T-type calcium channel HTS with 100,875 compounds. Task: Binary Classification. Given a drug SMILES string, predict its activity (active/inactive) in a high-throughput screening assay against a specified biological target. (1) The drug is Brc1ccc(c2ncn(CC(O)COc3ccc(OC)cc3)c2)cc1. The result is 0 (inactive). (2) The drug is Clc1ccc(c2nc(N3CCOCC3)cc(SC(C)C)n2)cc1. The result is 0 (inactive).